The task is: Predict the product of the given reaction.. This data is from Forward reaction prediction with 1.9M reactions from USPTO patents (1976-2016). (1) Given the reactants [N+:1]([C:4]1[CH:13]=[CH:12][CH:11]=[C:10]2[C:5]=1[CH:6]=[CH:7][C:8](Cl)=[N:9]2)([O-])=O.[CH3:15][CH:16]1[CH2:20][C:19]2[CH:21]=[CH:22][CH:23]=[C:24]([NH2:25])[C:18]=2[O:17]1.[NH:26]1[C:34]2[CH:33]=[CH:32][CH:31]=[C:30]([CH:35]=O)[C:29]=2[CH:28]=[CH:27]1, predict the reaction product. The product is: [NH:26]1[C:34]2[C:29](=[C:30]([CH2:35][NH:1][C:4]3[C:5]4[CH:6]=[CH:7][C:8]([NH:25][C:24]5[C:18]6[O:17][CH:16]([CH3:15])[CH2:20][C:19]=6[CH:21]=[CH:22][CH:23]=5)=[N:9][C:10]=4[CH:11]=[CH:12][CH:13]=3)[CH:31]=[CH:32][CH:33]=2)[CH:28]=[CH:27]1. (2) The product is: [N:5]1[CH:6]=[CH:7][CH:8]=[CH:9][C:4]=1[C:2]1[S:3][CH:11]=[C:12]([C:13]([OH:15])=[O:14])[N:1]=1. Given the reactants [NH2:1][C:2]([C:4]1[CH:9]=[CH:8][CH:7]=[CH:6][N:5]=1)=[S:3].Br[CH2:11][C:12](=O)[C:13]([O:15]CC)=[O:14].CCO.O[Li].O, predict the reaction product. (3) Given the reactants CON(C)[C:4]([C:6]1[N:7]=[CH:8][N:9]([C:11]2[CH:12]=[C:13]([C:17]3[CH:22]=[CH:21][CH:20]=[CH:19][C:18]=3[C:23]#[N:24])[CH:14]=[CH:15][CH:16]=2)[CH:10]=1)=[O:5].Br[C:27]1[CH:32]=[CH:31][C:30]([F:33])=[CH:29][CH:28]=1, predict the reaction product. The product is: [F:33][C:30]1[CH:31]=[CH:32][C:27]([C:4]([C:6]2[N:7]=[CH:8][N:9]([C:11]3[CH:12]=[C:13]([C:17]4[C:18]([C:23]#[N:24])=[CH:19][CH:20]=[CH:21][CH:22]=4)[CH:14]=[CH:15][CH:16]=3)[CH:10]=2)=[O:5])=[CH:28][CH:29]=1.